This data is from NCI-60 drug combinations with 297,098 pairs across 59 cell lines. The task is: Regression. Given two drug SMILES strings and cell line genomic features, predict the synergy score measuring deviation from expected non-interaction effect. (1) Drug 1: CC1=CC=C(C=C1)C2=CC(=NN2C3=CC=C(C=C3)S(=O)(=O)N)C(F)(F)F. Drug 2: CC1CCC2CC(C(=CC=CC=CC(CC(C(=O)C(C(C(=CC(C(=O)CC(OC(=O)C3CCCCN3C(=O)C(=O)C1(O2)O)C(C)CC4CCC(C(C4)OC)OCCO)C)C)O)OC)C)C)C)OC. Cell line: U251. Synergy scores: CSS=-0.399, Synergy_ZIP=14.1, Synergy_Bliss=14.6, Synergy_Loewe=4.66, Synergy_HSA=-0.870. (2) Drug 1: COC1=CC(=CC(=C1O)OC)C2C3C(COC3=O)C(C4=CC5=C(C=C24)OCO5)OC6C(C(C7C(O6)COC(O7)C8=CC=CS8)O)O. Drug 2: CCCS(=O)(=O)NC1=C(C(=C(C=C1)F)C(=O)C2=CNC3=C2C=C(C=N3)C4=CC=C(C=C4)Cl)F. Cell line: SF-268. Synergy scores: CSS=25.2, Synergy_ZIP=-5.74, Synergy_Bliss=-2.86, Synergy_Loewe=-29.8, Synergy_HSA=-5.12. (3) Drug 1: CN(C)N=NC1=C(NC=N1)C(=O)N. Cell line: 786-0. Drug 2: C1C(C(OC1N2C=NC3=C(N=C(N=C32)Cl)N)CO)O. Synergy scores: CSS=1.70, Synergy_ZIP=-0.371, Synergy_Bliss=-0.890, Synergy_Loewe=-3.56, Synergy_HSA=-0.966. (4) Cell line: IGROV1. Drug 1: CC1OCC2C(O1)C(C(C(O2)OC3C4COC(=O)C4C(C5=CC6=C(C=C35)OCO6)C7=CC(=C(C(=C7)OC)O)OC)O)O. Drug 2: CC(C)NC(=O)C1=CC=C(C=C1)CNNC.Cl. Synergy scores: CSS=26.7, Synergy_ZIP=0.284, Synergy_Bliss=5.32, Synergy_Loewe=-12.6, Synergy_HSA=3.14. (5) Drug 1: CC(CN1CC(=O)NC(=O)C1)N2CC(=O)NC(=O)C2. Drug 2: CC1=C(N=C(N=C1N)C(CC(=O)N)NCC(C(=O)N)N)C(=O)NC(C(C2=CN=CN2)OC3C(C(C(C(O3)CO)O)O)OC4C(C(C(C(O4)CO)O)OC(=O)N)O)C(=O)NC(C)C(C(C)C(=O)NC(C(C)O)C(=O)NCCC5=NC(=CS5)C6=NC(=CS6)C(=O)NCCC[S+](C)C)O. Cell line: A549. Synergy scores: CSS=41.2, Synergy_ZIP=-0.374, Synergy_Bliss=-0.570, Synergy_Loewe=3.97, Synergy_HSA=4.76. (6) Drug 1: C1=NC2=C(N1)C(=S)N=CN2. Drug 2: CC1=C(C(=O)C2=C(C1=O)N3CC4C(C3(C2COC(=O)N)OC)N4)N. Cell line: PC-3. Synergy scores: CSS=32.0, Synergy_ZIP=-10.9, Synergy_Bliss=-4.52, Synergy_Loewe=-1.59, Synergy_HSA=-0.177. (7) Drug 1: C1C(C(OC1N2C=NC3=C(N=C(N=C32)Cl)N)CO)O. Drug 2: CC1=C(C(CCC1)(C)C)C=CC(=CC=CC(=CC(=O)O)C)C. Cell line: NCI-H460. Synergy scores: CSS=2.34, Synergy_ZIP=-1.58, Synergy_Bliss=-3.94, Synergy_Loewe=-9.85, Synergy_HSA=-4.70. (8) Drug 1: C#CCC(CC1=CN=C2C(=N1)C(=NC(=N2)N)N)C3=CC=C(C=C3)C(=O)NC(CCC(=O)O)C(=O)O. Drug 2: CC1=C(C(=O)C2=C(C1=O)N3CC4C(C3(C2COC(=O)N)OC)N4)N. Cell line: U251. Synergy scores: CSS=31.8, Synergy_ZIP=0.930, Synergy_Bliss=-1.04, Synergy_Loewe=-6.41, Synergy_HSA=-5.56. (9) Drug 1: CCCCC(=O)OCC(=O)C1(CC(C2=C(C1)C(=C3C(=C2O)C(=O)C4=C(C3=O)C=CC=C4OC)O)OC5CC(C(C(O5)C)O)NC(=O)C(F)(F)F)O. Drug 2: CC1C(C(CC(O1)OC2CC(CC3=C2C(=C4C(=C3O)C(=O)C5=C(C4=O)C(=CC=C5)OC)O)(C(=O)CO)O)N)O.Cl. Cell line: NCI-H226. Synergy scores: CSS=47.9, Synergy_ZIP=2.30, Synergy_Bliss=1.37, Synergy_Loewe=-6.04, Synergy_HSA=2.23.